From a dataset of Reaction yield outcomes from USPTO patents with 853,638 reactions. Predict the reaction yield, written as a fraction of the theoretical maximum amount of product (1.0 means a 100% yield; for example, 0.34 means a 34% yield). (1) The reactants are [F:1][CH:2]([CH:8](O)[C:9]1[CH:14]=[CH:13][C:12]([C:15]2[N:19]=[CH:18][N:17]([C:20]3[CH:25]=[CH:24][C:23]([O:26][C:27]([F:30])([F:29])[F:28])=[CH:22][CH:21]=3)[N:16]=2)=[CH:11][CH:10]=1)[C:3]([O:5][CH2:6][CH3:7])=[O:4].COCCN(S(F)(F)[F:42])CCOC. The product is [F:1][CH:2]([CH:8]([F:42])[C:9]1[CH:14]=[CH:13][C:12]([C:15]2[N:19]=[CH:18][N:17]([C:20]3[CH:21]=[CH:22][C:23]([O:26][C:27]([F:28])([F:30])[F:29])=[CH:24][CH:25]=3)[N:16]=2)=[CH:11][CH:10]=1)[C:3]([O:5][CH2:6][CH3:7])=[O:4]. The yield is 0.470. The catalyst is ClCCl. (2) The reactants are [Cl:1][C:2]1[CH:3]=[CH:4][C:5]([OH:11])=[C:6]([C:8](=O)[CH3:9])[CH:7]=1.[CH3:12][S:13]([C:16]1[CH:17]=[N:18][CH:19]=[C:20]([CH:25]=1)[C:21]([NH:23][NH2:24])=[O:22])(=[O:15])=[O:14]. The catalyst is CO.C(O)(=O)C. The product is [Cl:1][C:2]1[CH:3]=[CH:4][C:5]([OH:11])=[C:6](/[C:8](=[N:24]/[NH:23][C:21](=[O:22])[C:20]2[CH:25]=[C:16]([S:13]([CH3:12])(=[O:15])=[O:14])[CH:17]=[N:18][CH:19]=2)/[CH3:9])[CH:7]=1. The yield is 0.630.